From a dataset of Forward reaction prediction with 1.9M reactions from USPTO patents (1976-2016). Predict the product of the given reaction. Given the reactants [C:1]1([S:7]([NH2:10])(=[O:9])=[O:8])[CH:6]=[CH:5][CH:4]=[CH:3][CH:2]=1.[Li]CCCC.[P:16](Cl)([C:23]1[CH:28]=[CH:27][CH:26]=[CH:25][CH:24]=1)[C:17]1[CH:22]=[CH:21][CH:20]=[CH:19][CH:18]=1, predict the reaction product. The product is: [C:1]1([S:7]([NH2:10])(=[O:9])=[O:8])[CH:6]=[CH:5][CH:4]=[CH:3][CH:2]=1.[C:23]1([PH:16][C:17]2[CH:18]=[CH:19][CH:20]=[CH:21][CH:22]=2)[CH:24]=[CH:25][CH:26]=[CH:27][CH:28]=1.